Dataset: Forward reaction prediction with 1.9M reactions from USPTO patents (1976-2016). Task: Predict the product of the given reaction. (1) Given the reactants [CH2:1]([O:3][C:4]1[CH:13]=[C:12]2[C:7]([C:8]([NH:14][C:15]3[CH:16]=[C:17]4[C:21](=[CH:22][CH:23]=3)[N:20]([CH2:24][C:25]3[CH:30]=[CH:29][CH:28]=[C:27]([F:31])[CH:26]=3)[N:19]=[CH:18]4)=[N:9][CH:10]=[N:11]2)=[CH:6][C:5]=1[N+:32]([O-])=O)[CH3:2].Cl.[OH-].[Na+], predict the reaction product. The product is: [CH2:1]([O:3][C:4]1[CH:13]=[C:12]2[C:7]([C:8]([NH:14][C:15]3[CH:16]=[C:17]4[C:21](=[CH:22][CH:23]=3)[N:20]([CH2:24][C:25]3[CH:30]=[CH:29][CH:28]=[C:27]([F:31])[CH:26]=3)[N:19]=[CH:18]4)=[N:9][CH:10]=[N:11]2)=[CH:6][C:5]=1[NH2:32])[CH3:2]. (2) Given the reactants ClC1C=CC(C2C([C:12]3C=C[C:19]4[C:14](=[CH:15][CH:16]=[C:17](C(O)=O)[CH:18]=4)[N:13]=3)=CC(OC)=CC=2)=CC=1.C[N:30](C(ON1N=NC2C=CC=CC1=2)=[N+](C)C)C.F[P-](F)(F)(F)(F)F.CCN(C(C)C)C(C)C, predict the reaction product. The product is: [N:30]1[C:19]2[CH:18]=[CH:17][CH:16]=[CH:15][C:14]=2[NH:13][CH:12]=1. (3) Given the reactants Br[C:2]1[CH:15]=[CH:14][C:5]2[C:6]([C:9]([O:11][CH2:12][CH3:13])=[O:10])=[CH:7][O:8][C:4]=2[CH:3]=1.[C:16]1(=[O:26])[NH:20][C:19](=[O:21])[C:18]2=[CH:22][CH:23]=[CH:24][CH:25]=[C:17]12.[K], predict the reaction product. The product is: [O:21]=[C:19]1[C:18]2[C:17](=[CH:25][CH:24]=[CH:23][CH:22]=2)[C:16](=[O:26])[N:20]1[C:2]1[CH:15]=[CH:14][C:5]2[C:6]([C:9]([O:11][CH2:12][CH3:13])=[O:10])=[CH:7][O:8][C:4]=2[CH:3]=1. (4) The product is: [CH2:30]([O:29][CH2:28][CH2:27][N:22]([C:14]1[C:13]([O:37][CH3:38])=[C:12]([NH:11][C:2](=[O:3])[O:4][C:5]2[CH:10]=[CH:9][CH:8]=[CH:7][CH:6]=2)[CH:17]=[C:16]([C:18]([CH3:21])([CH3:19])[CH3:20])[CH:15]=1)[S:23]([CH3:26])(=[O:25])=[O:24])[C:31]1[CH:32]=[CH:33][CH:34]=[CH:35][CH:36]=1. Given the reactants Cl[C:2]([O:4][C:5]1[CH:10]=[CH:9][CH:8]=[CH:7][CH:6]=1)=[O:3].[NH2:11][C:12]1[C:13]([O:37][CH3:38])=[C:14]([N:22]([CH2:27][CH2:28][O:29][CH2:30][C:31]2[CH:36]=[CH:35][CH:34]=[CH:33][CH:32]=2)[S:23]([CH3:26])(=[O:25])=[O:24])[CH:15]=[C:16]([C:18]([CH3:21])([CH3:20])[CH3:19])[CH:17]=1.C([O-])(O)=O.[Na+], predict the reaction product.